Dataset: Forward reaction prediction with 1.9M reactions from USPTO patents (1976-2016). Task: Predict the product of the given reaction. (1) Given the reactants [Cl:1][C:2]1[C:7]([Cl:8])=[C:6]([Cl:9])[CH:5]=[CH:4][C:3]=1[S:10](Cl)(=[O:12])=[O:11].[NH2:14][C:15]1[CH:16]=[C:17]([C:21]2[NH:25][N:24]=[N:23][N:22]=2)[CH:18]=[CH:19][CH:20]=1.N1C=CC=CC=1, predict the reaction product. The product is: [Cl:1][C:2]1[C:7]([Cl:8])=[C:6]([Cl:9])[CH:5]=[CH:4][C:3]=1[S:10]([NH:14][C:15]1[CH:20]=[CH:19][CH:18]=[C:17]([C:21]2[NH:25][N:24]=[N:23][N:22]=2)[CH:16]=1)(=[O:12])=[O:11]. (2) Given the reactants [F:1][C:2]1[CH:7]=[CH:6][C:5]([O:8][CH3:9])=[CH:4][C:3]=1[C:10]1[CH:15]=[CH:14][C:13]([O:16][CH2:17][C:18]2[CH:23]=[CH:22][C:21]([O:24][CH3:25])=[CH:20][CH:19]=2)=[CH:12][C:11]=1[CH:26]([OH:30])[CH:27]([CH3:29])[CH3:28].C(N(CC)CC)C.Cl, predict the reaction product. The product is: [F:1][C:2]1[CH:7]=[CH:6][C:5]([O:8][CH3:9])=[CH:4][C:3]=1[C:10]1[CH:15]=[CH:14][C:13]([O:16][CH2:17][C:18]2[CH:23]=[CH:22][C:21]([O:24][CH3:25])=[CH:20][CH:19]=2)=[CH:12][C:11]=1[C:26](=[O:30])[CH:27]([CH3:28])[CH3:29]. (3) Given the reactants [OH:1][CH2:2][CH2:3][CH:4]([C:10]1[CH:15]=[CH:14][CH:13]=[C:12]([C:16]([F:19])([F:18])[F:17])[CH:11]=1)[CH2:5][C:6]([NH:8][NH2:9])=[O:7].[C:20](O[C:20]([O:22][C:23]([CH3:26])([CH3:25])[CH3:24])=[O:21])([O:22][C:23]([CH3:26])([CH3:25])[CH3:24])=[O:21], predict the reaction product. The product is: [OH:1][CH2:2][CH2:3][CH:4]([C:10]1[CH:15]=[CH:14][CH:13]=[C:12]([C:16]([F:17])([F:18])[F:19])[CH:11]=1)[CH2:5][C:6]([NH:8][NH:9][C:20]([O:22][C:23]([CH3:26])([CH3:25])[CH3:24])=[O:21])=[O:7]. (4) The product is: [F:13][C:14]1[CH:19]=[C:18]([I:20])[CH:17]=[CH:16][C:15]=1[NH:21][C:22]1[CH:29]=[N:28][CH:27]=[CH:26][C:23]=1[C:24]1[N:25]=[N:7][NH:6][C:5]=1[Si:1]([CH3:4])([CH3:3])[CH3:2]. Given the reactants [Si:1]([CH:5]=[N+:6]=[N-:7])([CH3:4])([CH3:3])[CH3:2].C([Li])CCC.[F:13][C:14]1[CH:19]=[C:18]([I:20])[CH:17]=[CH:16][C:15]=1[NH:21][C:22]1[CH:29]=[N:28][CH:27]=[CH:26][C:23]=1[C:24]#[N:25], predict the reaction product. (5) Given the reactants [CH3:1][C:2]1([CH3:27])[NH:7][C:6]2[CH:8]=[C:9]([C:11]3[CH:12]=[N:13][N:14]([CH2:18][O:19][CH2:20][CH2:21][Si:22]([CH3:25])([CH3:24])[CH3:23])[C:15]=3[CH:16]=O)[S:10][C:5]=2[C:4](=[O:26])[NH:3]1.[C:28]1([CH2:34][CH2:35][NH2:36])[CH:33]=[CH:32][CH:31]=[CH:30][CH:29]=1.[BH4-].[Na+].C([O-])(O)=O.[Na+], predict the reaction product. The product is: [CH3:27][C:2]1([CH3:1])[NH:7][C:6]2[CH:8]=[C:9]([C:11]3[CH:12]=[N:13][N:14]([CH2:18][O:19][CH2:20][CH2:21][Si:22]([CH3:25])([CH3:23])[CH3:24])[C:15]=3[CH2:16][NH:36][CH2:35][CH2:34][C:28]3[CH:33]=[CH:32][CH:31]=[CH:30][CH:29]=3)[S:10][C:5]=2[C:4](=[O:26])[NH:3]1. (6) Given the reactants [NH2:1][C:2]1[N:7]=[C:6]([NH2:8])[C:5]([C:9]#[N:10])=[C:4]([NH:11][C@H:12]([C:14]2[N:23]([C:24]3[CH:29]=[CH:28][CH:27]=[C:26]([F:30])[CH:25]=3)[C:22](=[O:31])[C:21]3[C:16](=[C:17](I)[CH:18]=[C:19]([F:32])[CH:20]=3)[N:15]=2)[CH3:13])[N:3]=1.[CH3:34][N:35]1C(=O)CCC1, predict the reaction product. The product is: [NH2:1][C:2]1[N:3]=[C:4]([NH:11][C@H:12]([C:14]2[N:23]([C:24]3[CH:29]=[CH:28][CH:27]=[C:26]([F:30])[CH:25]=3)[C:22](=[O:31])[C:21]3[C:16](=[C:17]([C:34]#[N:35])[CH:18]=[C:19]([F:32])[CH:20]=3)[N:15]=2)[CH3:13])[C:5]([C:9]#[N:10])=[C:6]([NH2:8])[N:7]=1. (7) The product is: [C:1]([NH:5][C:6]1[CH:14]=[C:13]2[C:9]([CH:10]=[C:11]([C:22]([O:24][CH3:25])=[O:23])[N:12]2[C:15]([O:17][C:18]([CH3:21])([CH3:20])[CH3:19])=[O:16])=[CH:8][CH:7]=1)(=[O:3])[CH3:2]. Given the reactants [C:1](Cl)(=[O:3])[CH3:2].[NH2:5][C:6]1[CH:14]=[C:13]2[C:9]([CH:10]=[C:11]([C:22]([O:24][CH3:25])=[O:23])[N:12]2[C:15]([O:17][C:18]([CH3:21])([CH3:20])[CH3:19])=[O:16])=[CH:8][CH:7]=1.C(N(CC)CC)C, predict the reaction product. (8) Given the reactants Br[CH2:2][CH2:3][CH:4]([N:6]1[C:10]2[CH:11]=[CH:12][CH:13]=[CH:14][C:9]=2[N:8]([C:15]2[CH:20]=[CH:19][CH:18]=[CH:17][C:16]=2[F:21])[S:7]1(=[O:23])=[O:22])[CH3:5].[CH3:24][NH2:25], predict the reaction product. The product is: [F:21][C:16]1[CH:17]=[CH:18][CH:19]=[CH:20][C:15]=1[N:8]1[C:9]2[CH:14]=[CH:13][CH:12]=[CH:11][C:10]=2[N:6]([CH:4]([CH3:5])[CH2:3][CH2:2][NH:25][CH3:24])[S:7]1(=[O:22])=[O:23]. (9) Given the reactants C[Si](C)(C)[C:3]#[C:4][C:5]#[C:6][CH2:7][CH2:8]/[CH:9]=[CH:10]\[C:11]([O:13]C)=[O:12].[OH-].[Na+], predict the reaction product. The product is: [C:11]([OH:13])(=[O:12])/[CH:10]=[CH:9]\[CH2:8][CH2:7][C:6]#[C:5][C:4]#[CH:3]. (10) The product is: [CH3:1][O:2][C:3]1[CH:4]=[C:5]([CH:9]=[C:10]([C:12]([F:15])([F:14])[F:13])[CH:11]=1)[C:6]([NH2:22])=[O:7]. Given the reactants [CH3:1][O:2][C:3]1[CH:4]=[C:5]([CH:9]=[C:10]([C:12]([F:15])([F:14])[F:13])[CH:11]=1)[C:6](O)=[O:7].C1C=CC2N(O)N=[N:22]C=2C=1.CCN=C=NCCCN(C)C.[NH4+].[OH-], predict the reaction product.